This data is from Catalyst prediction with 721,799 reactions and 888 catalyst types from USPTO. The task is: Predict which catalyst facilitates the given reaction. (1) Reactant: [C:1](Cl)([O:3][CH2:4][C:5]1[CH:10]=[CH:9][CH:8]=[CH:7][CH:6]=1)=[O:2].C([N:19]1[CH2:24][CH2:23][C:22]([C:28]2[CH:33]=[CH:32][CH:31]=[CH:30][CH:29]=2)([N:25]([CH3:27])[CH3:26])[CH2:21][CH2:20]1)C1C=CC=CC=1.C(=O)([O-])O.[Na+]. Product: [CH2:4]([O:3][C:1]([N:19]1[CH2:24][CH2:23][C:22]([N:25]([CH3:27])[CH3:26])([C:28]2[CH:29]=[CH:30][CH:31]=[CH:32][CH:33]=2)[CH2:21][CH2:20]1)=[O:2])[C:5]1[CH:10]=[CH:9][CH:8]=[CH:7][CH:6]=1. The catalyst class is: 254. (2) Reactant: [Cl:1][C:2]1[CH:3]=[C:4]([C:11]([C:14]2[CH:15]=[C:16]([OH:25])[CH:17]=[C:18]([O:20][C:21]([F:24])([F:23])[F:22])[CH:19]=2)([CH3:13])[CH3:12])[CH:5]=[C:6]([N+:8]([O-:10])=[O:9])[CH:7]=1.N1C=CC=CC=1.[O:32](S(C(F)(F)F)(=O)=O)[S:33]([C:36]([F:39])([F:38])[F:37])(=O)=[O:34]. Product: [F:37][C:36]([F:39])([F:38])[S:33]([O:25][C:16]1[CH:17]=[C:18]([O:20][C:21]([F:23])([F:24])[F:22])[CH:19]=[C:14]([C:11]([C:4]2[CH:5]=[C:6]([N+:8]([O-:10])=[O:9])[CH:7]=[C:2]([Cl:1])[CH:3]=2)([CH3:12])[CH3:13])[CH:15]=1)(=[O:34])=[O:32]. The catalyst class is: 2. (3) Reactant: [CH2:1]1[O:9][C:8]2[CH:7]=[CH:6][C:5]([C:10]3[S:14][C:13]([S:15]([O-:17])=[O:16])=[CH:12][CH:11]=3)=[CH:4][C:3]=2[O:2]1.[Li+].[Cl:19]N1C(=O)CCC1=O. Product: [CH2:1]1[O:9][C:8]2[CH:7]=[CH:6][C:5]([C:10]3[S:14][C:13]([S:15]([Cl:19])(=[O:17])=[O:16])=[CH:12][CH:11]=3)=[CH:4][C:3]=2[O:2]1. The catalyst class is: 2.